Dataset: Full USPTO retrosynthesis dataset with 1.9M reactions from patents (1976-2016). Task: Predict the reactants needed to synthesize the given product. (1) Given the product [CH3:5][C@@:2]1([CH2:1][O:41][S:40]([C:36]2[CH:37]=[CH:38][CH:39]=[C:34]([N+:31]([O-:33])=[O:32])[CH:35]=2)(=[O:42])=[O:6])[CH2:3][O:4]1, predict the reactants needed to synthesize it. The reactants are: [CH3:1][C:2](=[CH2:5])[CH2:3][OH:4].[O-:6]O.C1(C(C)C)C=CC=CC=1.P(OC)(OC)OC.C(N(CC)CC)C.[N+:31]([C:34]1[CH:35]=[C:36]([S:40](Cl)(=[O:42])=[O:41])[CH:37]=[CH:38][CH:39]=1)([O-:33])=[O:32]. (2) Given the product [NH:8]([C:1]([O:3][C:4]([CH3:5])([CH3:6])[CH3:7])=[O:2])[C@H:9]([C:14]([N:28]1[CH2:29][CH2:30][CH2:31][C@H:32]1[C:62]([OH:63])=[O:74])=[O:16])[CH2:10][CH:11]([CH3:12])[CH3:13], predict the reactants needed to synthesize it. The reactants are: [C:1]([NH:8][C@H:9]([C:14]([OH:16])=O)[CH2:10][CH:11]([CH3:13])[CH3:12])([O:3][C:4]([CH3:7])([CH3:6])[CH3:5])=[O:2].[CH2:31]1[CH2:32][N:28]([P+](ON2N=NC3C=CC=CC2=3)([N:28]2[CH2:32][CH2:31][CH2:30][CH2:29]2)[N:28]2[CH2:32][CH2:31][CH2:30][CH2:29]2)[CH2:29][CH2:30]1.F[P-](F)(F)(F)(F)F.C(N(C(C)C)CC)(C)C.N1C2C(=CC=CC=2)[C:62](=[O:63])C1=O.CN(C=[O:74])C. (3) Given the product [Cl:27][C:5]1[C:6]([NH:8][CH:9]2[CH2:10][CH2:11][C:12]3([CH2:17][CH2:16][NH:15][CH2:14][CH2:13]3)[CH2:25][CH2:26]2)=[N:7][C:2]([NH:35][C:31]2[CH:32]=[C:33]([CH3:34])[N:29]([CH3:28])[N:30]=2)=[N:3][CH:4]=1, predict the reactants needed to synthesize it. The reactants are: Cl[C:2]1[N:7]=[C:6]([NH:8][CH:9]2[CH2:26][CH2:25][C:12]3([CH2:17][CH2:16][N:15](C(OC(C)(C)C)=O)[CH2:14][CH2:13]3)[CH2:11][CH2:10]2)[C:5]([Cl:27])=[CH:4][N:3]=1.[CH3:28][N:29]1[C:33]([CH3:34])=[CH:32][C:31]([NH2:35])=[N:30]1.FC(F)(F)C(O)=O. (4) Given the product [Cl:36][C:33]1[CH:34]=[CH:35][C:30]([O:29][C:27]([N:2]([CH3:1])[C@H:3]2[CH2:8][CH2:7][C@H:6]([CH2:9][CH2:10][CH2:11][CH2:12][CH2:13][O:14][S:15]([CH3:18])(=[O:17])=[O:16])[CH2:5][CH2:4]2)=[O:28])=[CH:31][CH:32]=1, predict the reactants needed to synthesize it. The reactants are: [CH3:1][NH:2][C@H:3]1[CH2:8][CH2:7][C@H:6]([CH2:9][CH2:10][CH2:11][CH2:12][CH2:13][O:14][S:15]([CH3:18])(=[O:17])=[O:16])[CH2:5][CH2:4]1.FC(F)(F)C(O)=O.Cl[C:27]([O:29][C:30]1[CH:35]=[CH:34][C:33]([Cl:36])=[CH:32][CH:31]=1)=[O:28].CCN(C(C)C)C(C)C. (5) Given the product [CH:23]1([C:21]2[NH:20][N:19]=[C:18]([C:10]3[CH:9]=[C:8]([CH:13]=[C:12]([S:14]([CH3:17])(=[O:15])=[O:16])[CH:11]=3)[NH2:7])[CH:22]=2)[CH2:25][CH2:24]1, predict the reactants needed to synthesize it. The reactants are: C(OC(=O)[NH:7][C:8]1[CH:13]=[C:12]([S:14]([CH3:17])(=[O:16])=[O:15])[CH:11]=[C:10]([C:18]2[CH:22]=[C:21]([CH:23]3[CH2:25][CH2:24]3)[NH:20][N:19]=2)[CH:9]=1)(C)(C)C.